Dataset: Forward reaction prediction with 1.9M reactions from USPTO patents (1976-2016). Task: Predict the product of the given reaction. (1) Given the reactants [Cl:1][C:2]1[N:7]=[CH:6][N:5]=[C:4]([O:8][C:9]2[CH:14]=[CH:13][C:12]([NH2:15])=[CH:11][CH:10]=2)[CH:3]=1.[C:16]1([N:22]=[C:23]=[O:24])[CH:21]=[CH:20][CH:19]=[CH:18][CH:17]=1.O, predict the reaction product. The product is: [Cl:1][C:2]1[N:7]=[CH:6][N:5]=[C:4]([O:8][C:9]2[CH:14]=[CH:13][C:12]([NH:15][C:23]([NH:22][C:16]3[CH:21]=[CH:20][CH:19]=[CH:18][CH:17]=3)=[O:24])=[CH:11][CH:10]=2)[CH:3]=1. (2) The product is: [ClH:35].[ClH:35].[OH:28][NH:27][C:25](=[O:26])/[CH:24]=[CH:23]/[C:20]1[CH:19]=[N:18][C:17]([NH:16][C@@H:12]2[CH2:13][CH2:14][CH2:15][N:10]([CH2:9][CH2:8][CH2:7][C:1]3[CH:2]=[CH:3][CH:4]=[CH:5][CH:6]=3)[CH2:11]2)=[CH:22][N:21]=1. Given the reactants [C:1]1([CH2:7][CH2:8][CH2:9][N:10]2[CH2:15][CH2:14][CH2:13][C@@H:12]([NH:16][C:17]3[N:18]=[CH:19][C:20](/[CH:23]=[CH:24]/[C:25]([NH:27][O:28]C4CCCCO4)=[O:26])=[N:21][CH:22]=3)[CH2:11]2)[CH:6]=[CH:5][CH:4]=[CH:3][CH:2]=1.[ClH:35], predict the reaction product. (3) Given the reactants [C:1]([O:5][C:6]([NH:8][CH2:9][CH2:10][O:11][CH2:12][CH2:13][O:14][CH2:15][CH2:16][NH2:17])=[O:7])([CH3:4])([CH3:3])[CH3:2].[C:18]1(=[O:24])[O:23][C:21](=[O:22])[CH2:20][CH2:19]1, predict the reaction product. The product is: [C:1]([O:5][C:6]([NH:8][CH2:9][CH2:10][O:11][CH2:12][CH2:13][O:14][CH2:15][CH2:16][NH:17][C:18](=[O:24])[CH2:19][CH2:20][C:21]([OH:23])=[O:22])=[O:7])([CH3:4])([CH3:3])[CH3:2]. (4) Given the reactants [CH2:1]([O:3][C:4](=[O:41])[CH2:5][CH2:6][CH2:7][O:8][C:9]1[CH:14]=[CH:13][CH:12]=[C:11]([CH2:15][CH2:16][CH2:17][CH2:18][CH2:19][CH2:20][O:21][C:22]2[CH:27]=[C:26]([S:28]([CH2:31][CH3:32])(=[O:30])=[O:29])[CH:25]=[C:24](Br)[CH:23]=2)[C:10]=1[CH2:34][CH2:35][C:36]([O:38][CH2:39][CH3:40])=[O:37])[CH3:2].[S:42]1[CH:46]=[CH:45][C:44](B(O)O)=[CH:43]1.C(=O)([O-])[O-].[Cs+].[Cs+], predict the reaction product. The product is: [CH2:1]([O:3][C:4](=[O:41])[CH2:5][CH2:6][CH2:7][O:8][C:9]1[CH:14]=[CH:13][CH:12]=[C:11]([CH2:15][CH2:16][CH2:17][CH2:18][CH2:19][CH2:20][O:21][C:22]2[CH:23]=[C:24]([C:44]3[CH:45]=[CH:46][S:42][CH:43]=3)[CH:25]=[C:26]([S:28]([CH2:31][CH3:32])(=[O:30])=[O:29])[CH:27]=2)[C:10]=1[CH2:34][CH2:35][C:36]([O:38][CH2:39][CH3:40])=[O:37])[CH3:2].